Regression. Given two drug SMILES strings and cell line genomic features, predict the synergy score measuring deviation from expected non-interaction effect. From a dataset of NCI-60 drug combinations with 297,098 pairs across 59 cell lines. Drug 1: C#CCC(CC1=CN=C2C(=N1)C(=NC(=N2)N)N)C3=CC=C(C=C3)C(=O)NC(CCC(=O)O)C(=O)O. Drug 2: CC(C)CN1C=NC2=C1C3=CC=CC=C3N=C2N. Cell line: 786-0. Synergy scores: CSS=2.57, Synergy_ZIP=-1.55, Synergy_Bliss=-1.15, Synergy_Loewe=2.82, Synergy_HSA=-1.85.